From a dataset of Reaction yield outcomes from USPTO patents with 853,638 reactions. Predict the reaction yield, written as a fraction of the theoretical maximum amount of product (1.0 means a 100% yield; for example, 0.34 means a 34% yield). (1) The reactants are [Br:1][C:2]1[N:6]2[CH:7]=[C:8]([CH3:12])[N:9]=[C:10](Cl)[C:5]2=[N:4][CH:3]=1.Cl.[NH2:14][CH2:15][C:16]1[CH:21]=[CH:20][C:19]([S:22]([NH2:25])(=[O:24])=[O:23])=[CH:18][CH:17]=1.CCN(C(C)C)C(C)C. The catalyst is C(O)C(C)C. The product is [Br:1][C:2]1[N:6]2[CH:7]=[C:8]([CH3:12])[N:9]=[C:10]([NH:14][CH2:15][C:16]3[CH:17]=[CH:18][C:19]([S:22]([NH2:25])(=[O:23])=[O:24])=[CH:20][CH:21]=3)[C:5]2=[N:4][CH:3]=1. The yield is 0.750. (2) The reactants are C([O:4][C@H:5]1[C@@H:9]2[O:10][Si:11]([CH:25]([CH3:27])[CH3:26])([CH:22]([CH3:24])[CH3:23])[O:12][Si:13]([CH:19]([CH3:21])[CH3:20])([CH:16]([CH3:18])[CH3:17])[O:14][CH2:15][C@H:8]2[O:7][C@H:6]1[N:28]1[CH:36]=[N:35][C:34]2[C:29]1=[N:30][CH:31]=[N:32][C:33]=2[Cl:37])(=O)C. The catalyst is N.CO. The product is [Cl:37][C:33]1[N:32]=[CH:31][N:30]=[C:29]2[C:34]=1[N:35]=[CH:36][N:28]2[C@@H:6]1[O:7][C@H:8]2[C@@H:9]([O:10][Si:11]([CH:22]([CH3:24])[CH3:23])([CH:25]([CH3:27])[CH3:26])[O:12][Si:13]([CH:19]([CH3:20])[CH3:21])([CH:16]([CH3:17])[CH3:18])[O:14][CH2:15]2)[C@@H:5]1[OH:4]. The yield is 0.920. (3) The reactants are [C:1]([C:5]1[N:10]=[C:9]([N:11]2[CH2:16][CH2:15][NH:14][CH2:13][CH2:12]2)[CH:8]=[C:7]([CH:17]2[CH2:20][CH2:19][CH2:18]2)[N:6]=1)([CH3:4])([CH3:3])[CH3:2].Br[CH2:22][CH2:23][CH2:24][Cl:25].C(N(CC)CC)C. The catalyst is CN(C)C=O. The product is [C:1]([C:5]1[N:10]=[C:9]([N:11]2[CH2:12][CH2:13][N:14]([CH2:22][CH2:23][CH2:24][Cl:25])[CH2:15][CH2:16]2)[CH:8]=[C:7]([CH:17]2[CH2:20][CH2:19][CH2:18]2)[N:6]=1)([CH3:4])([CH3:2])[CH3:3]. The yield is 0.670. (4) The reactants are C([NH:4][C:5]1[N:6]=[C:7]2[CH:12]=[CH:11][C:10]([O:13][C:14]3[CH:15]=[CH:16][C:17]([CH3:30])=[C:18]([NH:20][C:21]([C:23]4[N:27]([CH3:28])[N:26]=[C:25]([CH3:29])[CH:24]=4)=[O:22])[CH:19]=3)=[N:9][N:8]2[CH:31]=1)(=O)C.[ClH:32].C(OCC)(=O)C. The catalyst is CO. The product is [ClH:32].[NH2:4][C:5]1[N:6]=[C:7]2[CH:12]=[CH:11][C:10]([O:13][C:14]3[CH:15]=[CH:16][C:17]([CH3:30])=[C:18]([NH:20][C:21]([C:23]4[N:27]([CH3:28])[N:26]=[C:25]([CH3:29])[CH:24]=4)=[O:22])[CH:19]=3)=[N:9][N:8]2[CH:31]=1. The yield is 0.780.